From a dataset of Peptide-MHC class I binding affinity with 185,985 pairs from IEDB/IMGT. Regression. Given a peptide amino acid sequence and an MHC pseudo amino acid sequence, predict their binding affinity value. This is MHC class I binding data. The peptide sequence is ALVISVTSNY. The MHC is HLA-A68:01 with pseudo-sequence HLA-A68:01. The binding affinity (normalized) is 0.580.